From a dataset of Peptide-MHC class II binding affinity with 134,281 pairs from IEDB. Regression. Given a peptide amino acid sequence and an MHC pseudo amino acid sequence, predict their binding affinity value. This is MHC class II binding data. (1) The binding affinity (normalized) is 0.586. The MHC is HLA-DQA10501-DQB10201 with pseudo-sequence HLA-DQA10501-DQB10201. The peptide sequence is EKKYFAATYFEPLAA. (2) The peptide sequence is DYVRMWVQAATAMSA. The MHC is DRB1_0101 with pseudo-sequence DRB1_0101. The binding affinity (normalized) is 0.429. (3) The peptide sequence is KGSNEKHLAVLVKYE. The MHC is DRB1_1501 with pseudo-sequence DRB1_1501. The binding affinity (normalized) is 0.367. (4) The peptide sequence is SVQVRGELAAEEVEV. The MHC is DRB3_0202 with pseudo-sequence DRB3_0202. The binding affinity (normalized) is 0.0825. (5) The peptide sequence is SQVHIRRPGGAGRDG. The MHC is DRB1_1201 with pseudo-sequence DRB1_1201. The binding affinity (normalized) is 0.